This data is from NCI-60 drug combinations with 297,098 pairs across 59 cell lines. The task is: Regression. Given two drug SMILES strings and cell line genomic features, predict the synergy score measuring deviation from expected non-interaction effect. (1) Drug 1: C1CCC(C(C1)N)N.C(=O)(C(=O)[O-])[O-].[Pt+4]. Drug 2: CC1C(C(CC(O1)OC2CC(CC3=C2C(=C4C(=C3O)C(=O)C5=CC=CC=C5C4=O)O)(C(=O)C)O)N)O. Cell line: HL-60(TB). Synergy scores: CSS=42.2, Synergy_ZIP=-9.31, Synergy_Bliss=-15.0, Synergy_Loewe=-13.3, Synergy_HSA=-11.6. (2) Drug 1: CC1C(C(=O)NC(C(=O)N2CCCC2C(=O)N(CC(=O)N(C(C(=O)O1)C(C)C)C)C)C(C)C)NC(=O)C3=C4C(=C(C=C3)C)OC5=C(C(=O)C(=C(C5=N4)C(=O)NC6C(OC(=O)C(N(C(=O)CN(C(=O)C7CCCN7C(=O)C(NC6=O)C(C)C)C)C)C(C)C)C)N)C. Drug 2: COC1=C2C(=CC3=C1OC=C3)C=CC(=O)O2. Cell line: HCT-15. Synergy scores: CSS=-6.41, Synergy_ZIP=-2.54, Synergy_Bliss=-8.31, Synergy_Loewe=-20.6, Synergy_HSA=-11.7. (3) Drug 1: CC1=C(C(=CC=C1)Cl)NC(=O)C2=CN=C(S2)NC3=CC(=NC(=N3)C)N4CCN(CC4)CCO. Drug 2: CC1CCC2CC(C(=CC=CC=CC(CC(C(=O)C(C(C(=CC(C(=O)CC(OC(=O)C3CCCCN3C(=O)C(=O)C1(O2)O)C(C)CC4CCC(C(C4)OC)OCCO)C)C)O)OC)C)C)C)OC. Cell line: CAKI-1. Synergy scores: CSS=11.0, Synergy_ZIP=2.19, Synergy_Bliss=7.62, Synergy_Loewe=5.18, Synergy_HSA=5.84. (4) Drug 1: C1C(C(OC1N2C=NC3=C(N=C(N=C32)Cl)N)CO)O. Drug 2: C1C(C(OC1N2C=NC(=NC2=O)N)CO)O. Cell line: HOP-62. Synergy scores: CSS=53.7, Synergy_ZIP=9.89, Synergy_Bliss=9.76, Synergy_Loewe=4.93, Synergy_HSA=10.5. (5) Drug 1: C1=CC(=CC=C1C#N)C(C2=CC=C(C=C2)C#N)N3C=NC=N3. Drug 2: CC1CCC2CC(C(=CC=CC=CC(CC(C(=O)C(C(C(=CC(C(=O)CC(OC(=O)C3CCCCN3C(=O)C(=O)C1(O2)O)C(C)CC4CCC(C(C4)OC)OCCO)C)C)O)OC)C)C)C)OC. Cell line: HL-60(TB). Synergy scores: CSS=15.5, Synergy_ZIP=2.18, Synergy_Bliss=3.47, Synergy_Loewe=0.975, Synergy_HSA=2.93.